Dataset: NCI-60 drug combinations with 297,098 pairs across 59 cell lines. Task: Regression. Given two drug SMILES strings and cell line genomic features, predict the synergy score measuring deviation from expected non-interaction effect. (1) Drug 1: C1CNP(=O)(OC1)N(CCCl)CCCl. Drug 2: C1CN(P(=O)(OC1)NCCCl)CCCl. Cell line: ACHN. Synergy scores: CSS=-2.69, Synergy_ZIP=6.13, Synergy_Bliss=5.12, Synergy_Loewe=-4.85, Synergy_HSA=-3.92. (2) Drug 1: C1=NC2=C(N1)C(=S)N=CN2. Drug 2: C1CN(CCN1C(=O)CCBr)C(=O)CCBr. Cell line: M14. Synergy scores: CSS=43.3, Synergy_ZIP=-8.23, Synergy_Bliss=-12.6, Synergy_Loewe=-28.2, Synergy_HSA=-8.19. (3) Drug 1: COC1=C(C=C2C(=C1)N=CN=C2NC3=CC(=C(C=C3)F)Cl)OCCCN4CCOCC4. Drug 2: CCC(=C(C1=CC=CC=C1)C2=CC=C(C=C2)OCCN(C)C)C3=CC=CC=C3.C(C(=O)O)C(CC(=O)O)(C(=O)O)O. Cell line: K-562. Synergy scores: CSS=11.3, Synergy_ZIP=-2.28, Synergy_Bliss=3.69, Synergy_Loewe=-1.65, Synergy_HSA=1.66.